From a dataset of Plasma protein binding rate (PPBR) regression data from AstraZeneca. Regression/Classification. Given a drug SMILES string, predict its absorption, distribution, metabolism, or excretion properties. Task type varies by dataset: regression for continuous measurements (e.g., permeability, clearance, half-life) or binary classification for categorical outcomes (e.g., BBB penetration, CYP inhibition). For this dataset (ppbr_az), we predict Y. The drug is COc1cc2c(Nc3cccc(Cl)c3Cl)c(C(N)=O)cnc2cc1NCCN1CCCCC1. The Y is 99.4 %.